This data is from Catalyst prediction with 721,799 reactions and 888 catalyst types from USPTO. The task is: Predict which catalyst facilitates the given reaction. Reactant: [N:1]12[CH2:9][CH2:8][CH:5]([CH2:6][CH2:7]1)[NH:4][CH2:3][CH2:2]2.Cl[C:11]1[C:16]([N+:17]([O-:19])=[O:18])=[CH:15][CH:14]=[CH:13][N:12]=1.O1CCOCC1. Product: [N+:17]([C:16]1[CH:15]=[CH:14][C:13]([N:4]2[CH:5]3[CH2:8][CH2:9][N:1]([CH2:7][CH2:6]3)[CH2:2][CH2:3]2)=[N:12][CH:11]=1)([O-:19])=[O:18]. The catalyst class is: 6.